The task is: Predict the reactants needed to synthesize the given product.. This data is from Full USPTO retrosynthesis dataset with 1.9M reactions from patents (1976-2016). Given the product [F:29][C:30]1[CH:31]=[C:32]([C:2]2[N:7]=[C:6]([C:8]3[CH:13]=[CH:12][CH:11]=[C:10]([C:14]#[C:15][C@:16]4([OH:23])[CH2:20][CH2:19][N:18]([CH3:21])[C:17]4=[O:22])[CH:9]=3)[N:5]=[C:4]([C:24]([O:26][CH2:27][CH3:28])=[O:25])[CH:3]=2)[CH:33]=[C:34]([F:36])[CH:35]=1, predict the reactants needed to synthesize it. The reactants are: Cl[C:2]1[N:7]=[C:6]([C:8]2[CH:13]=[CH:12][CH:11]=[C:10]([C:14]#[C:15][C@:16]3([OH:23])[CH2:20][CH2:19][N:18]([CH3:21])[C:17]3=[O:22])[CH:9]=2)[N:5]=[C:4]([C:24]([O:26][CH2:27][CH3:28])=[O:25])[CH:3]=1.[F:29][C:30]1[CH:31]=[C:32](B(O)O)[CH:33]=[C:34]([F:36])[CH:35]=1.